From a dataset of Forward reaction prediction with 1.9M reactions from USPTO patents (1976-2016). Predict the product of the given reaction. Given the reactants [F:1][C:2]1[C:3]([C:32]([F:35])([F:34])[F:33])=[C:4]([CH:9]2[CH2:14][CH2:13][N:12]([C:15]([C:17]3[C:18]4[CH2:24][N:23](C(OC(C)(C)C)=O)[CH2:22][C:19]=4[NH:20][N:21]=3)=[O:16])[CH2:11][CH2:10]2)[CH:5]=[CH:6][C:7]=1[F:8].C(O)(C(F)(F)F)=O.C(Cl)[Cl:44], predict the reaction product. The product is: [ClH:44].[F:1][C:2]1[C:3]([C:32]([F:33])([F:34])[F:35])=[C:4]([CH:9]2[CH2:14][CH2:13][N:12]([C:15]([C:17]3[C:18]4[CH2:24][NH:23][CH2:22][C:19]=4[NH:20][N:21]=3)=[O:16])[CH2:11][CH2:10]2)[CH:5]=[CH:6][C:7]=1[F:8].